Dataset: Peptide-MHC class II binding affinity with 134,281 pairs from IEDB. Task: Regression. Given a peptide amino acid sequence and an MHC pseudo amino acid sequence, predict their binding affinity value. This is MHC class II binding data. (1) The peptide sequence is AFKVAATAARAAPAN. The MHC is DRB1_0901 with pseudo-sequence DRB1_0901. The binding affinity (normalized) is 0.766. (2) The peptide sequence is INEPTAAAIHYGLDR. The MHC is HLA-DQA10401-DQB10402 with pseudo-sequence HLA-DQA10401-DQB10402. The binding affinity (normalized) is 0.255. (3) The peptide sequence is GEVEQYSATATYELLK. The MHC is H-2-IAb with pseudo-sequence H-2-IAb. The binding affinity (normalized) is 0.417.